Dataset: Reaction yield outcomes from USPTO patents with 853,638 reactions. Task: Predict the reaction yield, written as a fraction of the theoretical maximum amount of product (1.0 means a 100% yield; for example, 0.34 means a 34% yield). (1) The reactants are [C:1]([O:5][C:6]([NH:8][NH:9][C:10]1[CH:11]=[C:12]([CH:16]=[CH:17][CH:18]=1)[C:13]([OH:15])=O)=[O:7])([CH3:4])([CH3:3])[CH3:2].N1(C(N2C=CN=C2)=O)C=CN=C1.[CH3:31][O:32][CH2:33][CH2:34][NH2:35].Cl. The catalyst is CN(C=O)C. The product is [CH3:31][O:32][CH2:33][CH2:34][NH:35][C:13]([C:12]1[CH:11]=[C:10]([NH:9][NH:8][C:6]([O:5][C:1]([CH3:2])([CH3:3])[CH3:4])=[O:7])[CH:18]=[CH:17][CH:16]=1)=[O:15]. The yield is 0.720. (2) The reactants are [CH2:1]([C@H:8]([NH:43][C:44](=[O:50])[O:45][C:46]([CH3:49])([CH3:48])[CH3:47])[CH2:9][C@H:10]([OH:42])[C@@H:11]([N:27](CC1C=CC=CC=1)CC1C=CC=CC=1)[CH2:12][C:13]1[CH:18]=[CH:17][C:16]([O:19]CC2C=CC=CC=2)=[CH:15][CH:14]=1)[C:2]1[CH:7]=[CH:6][CH:5]=[CH:4][CH:3]=1.C([O-])=O.[NH4+]. The catalyst is C1COCC1.[Pd]. The product is [NH2:27][C@@H:11]([CH2:12][C:13]1[CH:14]=[CH:15][C:16]([OH:19])=[CH:17][CH:18]=1)[C@@H:10]([OH:42])[CH2:9][C@@H:8]([NH:43][C:44](=[O:50])[O:45][C:46]([CH3:49])([CH3:48])[CH3:47])[CH2:1][C:2]1[CH:7]=[CH:6][CH:5]=[CH:4][CH:3]=1. The yield is 0.820. (3) The reactants are [CH3:1][O:2][C:3]1[CH:20]=[CH:19][C:6]([CH2:7][NH:8][S:9]([NH:12][CH2:13][C:14](OCC)=[O:15])(=[O:11])=[O:10])=[CH:5][CH:4]=1.O(C(C)(C)C)[K]. The catalyst is CN(C=O)C. The product is [CH3:1][O:2][C:3]1[CH:20]=[CH:19][C:6]([CH2:7][N:8]2[C:14](=[O:15])[CH2:13][NH:12][S:9]2(=[O:11])=[O:10])=[CH:5][CH:4]=1. The yield is 0.540. (4) The reactants are [CH3:1][C:2]1[CH:24]=[CH:23][C:5]([C:6]([NH:8][C:9]2[S:10][C:11]3[CH:17]=[C:16]([C:18]([O:20]CC)=[O:19])[CH:15]=[CH:14][C:12]=3[N:13]=2)=[O:7])=[CH:4][CH:3]=1.[OH-].[Na+]. The catalyst is CO. The product is [CH3:1][C:2]1[CH:3]=[CH:4][C:5]([C:6]([NH:8][C:9]2[S:10][C:11]3[CH:17]=[C:16]([C:18]([OH:20])=[O:19])[CH:15]=[CH:14][C:12]=3[N:13]=2)=[O:7])=[CH:23][CH:24]=1. The yield is 1.00. (5) The reactants are [Cl-:1].[CH3:2][N+:3]([CH3:13])([CH3:12])[CH2:4][C:5]1([CH3:11])[CH2:9][O:8][C:7](=[O:10])[NH:6]1.C(O[Cl:19])(C)(C)C. The catalyst is CO. The product is [Cl-:19].[Cl:1][N:6]1[C:5]([CH2:4][N+:3]([CH3:13])([CH3:12])[CH3:2])([CH3:11])[CH2:9][O:8][C:7]1=[O:10]. The yield is 0.310.